Task: Predict the reactants needed to synthesize the given product.. Dataset: Full USPTO retrosynthesis dataset with 1.9M reactions from patents (1976-2016) (1) Given the product [Br:1][C:2]1[C:11]([CH:12]([CH2:13][OH:14])[CH2:17][N:18]2[CH2:23][CH2:22][CH:21]([N:24]([CH2:32][C:33]3[N:38]=[CH:37][C:36]4[O:39][CH2:40][CH2:41][O:42][C:35]=4[CH:34]=3)[C:25](=[O:26])[O:27][C:28]([CH3:31])([CH3:30])[CH3:29])[CH2:20][CH2:19]2)=[C:10]2[C:5]([CH:6]=[CH:7][C:8]([O:43][CH3:44])=[N:9]2)=[CH:4][CH:3]=1, predict the reactants needed to synthesize it. The reactants are: [Br:1][C:2]1[C:11]([CH:12]([CH2:17][N:18]2[CH2:23][CH2:22][CH:21]([N:24]([CH2:32][C:33]3[N:38]=[CH:37][C:36]4[O:39][CH2:40][CH2:41][O:42][C:35]=4[CH:34]=3)[C:25]([O:27][C:28]([CH3:31])([CH3:30])[CH3:29])=[O:26])[CH2:20][CH2:19]2)[C:13](OC)=[O:14])=[C:10]2[C:5]([CH:6]=[CH:7][C:8]([O:43][CH3:44])=[N:9]2)=[CH:4][CH:3]=1.[H-].[Al+3].[Li+].[H-].[H-].[H-]. (2) Given the product [CH2:17]([O:10][C:4]1[CH:3]=[C:2]([F:1])[CH:9]=[CH:8][C:5]=1[CH:6]=[O:7])[C:18]1[CH:23]=[CH:22][CH:21]=[CH:20][CH:19]=1, predict the reactants needed to synthesize it. The reactants are: [F:1][C:2]1[CH:9]=[CH:8][C:5]([CH:6]=[O:7])=[C:4]([OH:10])[CH:3]=1.C(=O)([O-])[O-].[K+].[K+].[CH2:17](Br)[C:18]1[CH:23]=[CH:22][CH:21]=[CH:20][CH:19]=1. (3) Given the product [NH2:33][C@H:30]1[CH2:31][CH2:32][C@H:27]([NH:26][C:14]2[C:13]3[C:18](=[CH:19][CH:20]=[C:11]([C:4]4[CH:5]=[C:6]([O:9][CH3:10])[C:7]([OH:8])=[C:2]([Cl:1])[CH:3]=4)[CH:12]=3)[N:17]=[CH:16][C:15]=2[C:21](=[O:25])[CH:22]([CH3:23])[CH3:24])[CH2:28][CH2:29]1, predict the reactants needed to synthesize it. The reactants are: [Cl:1][C:2]1[CH:3]=[C:4]([C:11]2[CH:12]=[C:13]3[C:18](=[CH:19][CH:20]=2)[N:17]=[CH:16][C:15]([C:21](=[O:25])[CH:22]([CH3:24])[CH3:23])=[C:14]3[NH:26][C@H:27]2[CH2:32][CH2:31][C@H:30]([NH:33]C(=O)OC(C)(C)C)[CH2:29][CH2:28]2)[CH:5]=[C:6]([O:9][CH3:10])[C:7]=1[OH:8].C(O)(C(F)(F)F)=O. (4) Given the product [C:17]([C:3]1[N:4]=[CH:5][C:6]([NH:8][C@H:9]([CH2:13][CH:14]2[CH2:16][CH2:15]2)[C:10]([NH2:12])=[O:11])=[N:7][C:2]=1[NH:19][C:20]1[CH:21]=[N:22][C:23]2[C:28]([CH:29]=1)=[CH:27][CH:26]=[CH:25][CH:24]=2)#[N:18], predict the reactants needed to synthesize it. The reactants are: Cl[C:2]1[N:7]=[C:6]([NH:8][C@H:9]([CH2:13][CH:14]2[CH2:16][CH2:15]2)[C:10]([NH2:12])=[O:11])[CH:5]=[N:4][C:3]=1[C:17]#[N:18].[NH2:19][C:20]1[CH:21]=[N:22][C:23]2[C:28]([CH:29]=1)=[CH:27][CH:26]=[CH:25][CH:24]=2.C([O-])([O-])=O.[K+].[K+].C1C=CC(P(C2C(C3C(P(C4C=CC=CC=4)C4C=CC=CC=4)=CC=C4C=3C=CC=C4)=C3C(C=CC=C3)=CC=2)C2C=CC=CC=2)=CC=1.